From a dataset of Full USPTO retrosynthesis dataset with 1.9M reactions from patents (1976-2016). Predict the reactants needed to synthesize the given product. (1) Given the product [C:40]([O:44][C:45](=[O:59])[N:46]([C:4]1[CH:9]=[CH:8][CH:7]=[C:6]([NH:10][C:11](=[O:38])[CH2:12][N:13]2[N:19]=[C:18]([CH:17]3[CH2:16][CH2:29][CH2:28][CH2:27][CH2:26]3)[C:20]3[CH:21]=[CH:22][CH:23]=[CH:24][C:25]=3[N:15]([CH2:30][C:31](=[O:36])[C:32]([CH3:34])([CH3:35])[CH3:33])[C:14]2=[O:37])[CH:5]=1)[CH3:47])([CH3:43])([CH3:42])[CH3:41], predict the reactants needed to synthesize it. The reactants are: COC(=O)[C:4]1[CH:9]=[CH:8][CH:7]=[C:6]([NH:10][C:11](=[O:38])[CH2:12][N:13]2[N:19]=[C:18]([CH:20]3[CH2:25][CH2:24][CH2:23][CH2:22][CH2:21]3)[C:17]3[CH:26]=[CH:27][CH:28]=[CH:29][C:16]=3[N:15]([CH2:30][C:31](=[O:36])[C:32]([CH3:35])([CH3:34])[CH3:33])[C:14]2=[O:37])[CH:5]=1.[C:40]([O:44][C:45](=[O:59])[N:46](CCN(C1C=CC=C(N)C=1)C)[CH3:47])([CH3:43])([CH3:42])[CH3:41]. (2) Given the product [NH2:21][CH2:20][CH2:19][O:18][CH2:17][CH2:16][O:15][C:12]1[CH:13]=[CH:14][C:9]([O:8][CH2:7][C:1]2[CH:6]=[CH:5][CH:4]=[CH:3][CH:2]=2)=[C:10]([CH:11]=1)[C:36]([NH:38][C:39]1[CH:40]=[N:41][CH:42]=[CH:43][CH:44]=1)=[O:37], predict the reactants needed to synthesize it. The reactants are: [C:1]1([CH2:7][O:8][C:9]2[CH:14]=[CH:13][C:12]([O:15][CH2:16][CH2:17][O:18][CH2:19][CH2:20][N:21](C(OC(C)(C)C)=O)C(OC(C)(C)C)=O)=[CH:11][C:10]=2[C:36]([NH:38][C:39]2[CH:40]=[N:41][CH:42]=[CH:43][CH:44]=2)=[O:37])[CH:6]=[CH:5][CH:4]=[CH:3][CH:2]=1. (3) Given the product [NH2:1][C:2]([C@@H:4]([NH:9][C:10]([N:12]1[C:16]2[CH:17]=[CH:18][CH:19]=[CH:20][C:15]=2[N:14]([CH2:21][CH2:22][S:23]([CH3:24])=[O:34])[C:13]1=[O:25])=[O:11])[C:5]([CH3:8])([CH3:7])[CH3:6])=[O:3], predict the reactants needed to synthesize it. The reactants are: [NH2:1][C:2]([C@@H:4]([NH:9][C:10]([N:12]1[C:16]2[CH:17]=[CH:18][CH:19]=[CH:20][C:15]=2[N:14]([CH2:21][CH2:22][S:23][CH3:24])[C:13]1=[O:25])=[O:11])[C:5]([CH3:8])([CH3:7])[CH3:6])=[O:3].ClC1C=CC=C(C(OO)=[O:34])C=1.C([O-])(O)=O.[Na+]. (4) The reactants are: [Cl:1][C:2]1[C:11]2[C:6](=[CH:7][C:8]([OH:14])=[C:9]([O:12][CH3:13])[CH:10]=2)[N:5]=[CH:4][N:3]=1. Given the product [Cl:1][C:2]1[C:11]2[C:6](=[CH:7][C:8]([O:14][CH2:8][CH2:9][O:12][CH3:13])=[C:9]([O:12][CH3:13])[CH:10]=2)[N:5]=[CH:4][N:3]=1, predict the reactants needed to synthesize it. (5) The reactants are: [O:1]=[C:2]1[CH2:9][CH2:8][CH2:7][N:6]([C:10]([O:12][C:13]([CH3:16])([CH3:15])[CH3:14])=[O:11])[CH2:5][CH2:4][CH:3]1C(OCC)=O.O.[OH-].[Li+]. Given the product [O:1]=[C:2]1[CH2:9][CH2:8][CH2:7][N:6]([C:10]([O:12][C:13]([CH3:16])([CH3:15])[CH3:14])=[O:11])[CH2:5][CH2:4][CH2:3]1, predict the reactants needed to synthesize it. (6) Given the product [C:21]1([CH3:24])[CH:22]=[CH:23][C:18]([NH:16][CH2:9][C:10]2[CH:15]=[CH:14][CH:13]=[CH:12][CH:11]=2)=[CH:19][CH:20]=1, predict the reactants needed to synthesize it. The reactants are: [O-]P([O-])([O-])=O.[K+].[K+].[K+].[CH2:9]([NH2:16])[C:10]1[CH:15]=[CH:14][CH:13]=[CH:12][CH:11]=1.I[C:18]1[CH:23]=[CH:22][C:21]([CH3:24])=[CH:20][CH:19]=1.C(O)CO. (7) Given the product [N:5]1([CH2:1][CH2:2][CH:3]=[CH:4][C:21]2[CH:22]=[CH:23][C:18]([OH:17])=[CH:19][CH:20]=2)[CH:9]=[CH:8][N:7]=[N:6]1, predict the reactants needed to synthesize it. The reactants are: [CH2:1]([N:5]1[CH:9]=[CH:8][N:7]=[N:6]1)[CH2:2][CH:3]=[CH2:4].C([Si]([O:17][C:18]1[CH:23]=[CH:22][C:21](I)=[CH:20][CH:19]=1)(C)C)(C)(C)C.C1(P(C2C=CC=CC=2)C2C=CC=CC=2)C=CC=CC=1.